Predict the reactants needed to synthesize the given product. From a dataset of Full USPTO retrosynthesis dataset with 1.9M reactions from patents (1976-2016). (1) Given the product [F:31][C:2]([F:1])([F:30])[C:3]1[CH:4]=[CH:5][C:6]([C:9]2[N:10]=[C:11]([C:24]3[CH2:25][CH2:26][N:27]([C:33]4[C:38]([C:39]([F:42])([F:41])[F:40])=[CH:37][CH:36]=[CH:35][N:34]=4)[CH2:28][CH:29]=3)[NH:12][C:13]=2[C:14]2[CH:15]=[CH:16][C:17]([C:20]([F:22])([F:23])[F:21])=[CH:18][CH:19]=2)=[CH:7][CH:8]=1, predict the reactants needed to synthesize it. The reactants are: [F:1][C:2]([F:31])([F:30])[C:3]1[CH:8]=[CH:7][C:6]([C:9]2[N:10]=[C:11]([C:24]3[CH2:25][CH2:26][NH:27][CH2:28][CH:29]=3)[NH:12][C:13]=2[C:14]2[CH:19]=[CH:18][C:17]([C:20]([F:23])([F:22])[F:21])=[CH:16][CH:15]=2)=[CH:5][CH:4]=1.Cl[C:33]1[C:38]([C:39]([F:42])([F:41])[F:40])=[CH:37][CH:36]=[CH:35][N:34]=1. (2) Given the product [ClH:33].[NH:1]1[CH2:2][CH2:3][C:4]2([O:11][C:10]3[CH:12]=[CH:13][CH:14]=[CH:15][C:9]=3[N:8]3[CH:16]=[CH:17][CH:18]=[C:7]23)[CH2:5][CH2:6]1, predict the reactants needed to synthesize it. The reactants are: [N:1]1(C(OC(C)(C)C)=O)[CH2:6][CH2:5][C:4]2([O:11][C:10]3[CH:12]=[CH:13][CH:14]=[CH:15][C:9]=3[N:8]3[CH:16]=[CH:17][CH:18]=[C:7]23)[CH2:3][CH2:2]1.C1(C)C=CC=CC=1.[ClH:33]. (3) Given the product [CH3:23][C:18]1([CH3:24])[C:19]([CH3:22])([CH3:21])[O:20][B:16]([C:2]2[CH:10]=[CH:9][C:5]3[CH:6]=[N:7][S:8][C:4]=3[CH:3]=2)[O:17]1, predict the reactants needed to synthesize it. The reactants are: Br[C:2]1[CH:10]=[CH:9][C:5]2[CH:6]=[N:7][S:8][C:4]=2[CH:3]=1.C([O-])(=O)C.[K+].[B:16]1([B:16]2[O:20][C:19]([CH3:22])([CH3:21])[C:18]([CH3:24])([CH3:23])[O:17]2)[O:20][C:19]([CH3:22])([CH3:21])[C:18]([CH3:24])([CH3:23])[O:17]1.C1(P(C2CCCCC2)C2CCCCC2)CCCCC1. (4) Given the product [CH2:1]([N:8]1[C:16]2[C:11](=[CH:12][C:13]([NH:17][C:18]3[N:19]=[N:20][C:21]([CH:28]4[CH2:30][CH2:29]4)=[CH:22][C:23]=3[C:24]([OH:26])=[O:25])=[CH:14][CH:15]=2)[CH:10]=[CH:9]1)[C:2]1[CH:7]=[CH:6][CH:5]=[CH:4][CH:3]=1, predict the reactants needed to synthesize it. The reactants are: [CH2:1]([N:8]1[C:16]2[C:11](=[CH:12][C:13]([NH:17][C:18]3[N:19]=[N:20][C:21]([CH:28]4[CH2:30][CH2:29]4)=[CH:22][C:23]=3[C:24]([O:26]C)=[O:25])=[CH:14][CH:15]=2)[CH:10]=[CH:9]1)[C:2]1[CH:7]=[CH:6][CH:5]=[CH:4][CH:3]=1.[OH-].[Na+].O1CCCC1.Cl. (5) The reactants are: Cl[C:2]1[C:11]2=[N:12][N:13](CC3C=CC(OC)=CC=3)[CH:14]=[C:10]2[C:9]2[CH:8]=[C:7]([O:24][CH3:25])[CH:6]=[CH:5][C:4]=2[N:3]=1.[NH2:26][C:27]1[CH:28]=[CH:29][C:30]([O:34][CH3:35])=[C:31]([OH:33])[CH:32]=1.Cl. Given the product [CH3:35][O:34][C:30]1[CH:29]=[CH:28][C:27]([NH:26][C:2]2[C:11]3=[N:12][NH:13][CH:14]=[C:10]3[C:9]3[CH:8]=[C:7]([O:24][CH3:25])[CH:6]=[CH:5][C:4]=3[N:3]=2)=[CH:32][C:31]=1[OH:33], predict the reactants needed to synthesize it.